From a dataset of Forward reaction prediction with 1.9M reactions from USPTO patents (1976-2016). Predict the product of the given reaction. (1) Given the reactants [S:1]1[C:5]2C=CC=C[C:4]=2[N:3]=[C:2]1[NH2:10].[C:11](OCC)(=[O:16])[CH2:12][C:13]([CH3:15])=O, predict the reaction product. The product is: [CH3:15][C:13]1[N:10]=[C:2]2[S:1][CH:5]=[CH:4][N:3]2[C:11](=[O:16])[CH:12]=1. (2) Given the reactants C(OC([N:8]1[CH2:13][CH2:12][N:11]([C:14]2[CH:19]=[CH:18][C:17]([N:20]3[CH2:24][C@H:23]([CH2:25][O:26][C:27]4[CH:31]=[CH:30][O:29][N:28]=4)[O:22][C:21]3=[O:32])=[CH:16][C:15]=2[F:33])[CH2:10][CH2:9]1)=O)(C)(C)C.[ClH:34], predict the reaction product. The product is: [ClH:34].[ClH:34].[N:11]1([C:14]2[CH:19]=[CH:18][C:17]([N:20]3[CH2:24][C@H:23]([CH2:25][O:26][C:27]4[CH:31]=[CH:30][O:29][N:28]=4)[O:22][C:21]3=[O:32])=[CH:16][C:15]=2[F:33])[CH2:10][CH2:9][NH:8][CH2:13][CH2:12]1. (3) Given the reactants [Cl:1][C:2]1[CH:3]=[C:4]([CH:6]=[C:7]([Cl:9])[CH:8]=1)[NH2:5].C(N(CC)CC)C.[N+:17]([C:20]1[CH:21]=[C:22]([CH:26]=[CH:27][CH:28]=1)[C:23](Cl)=[O:24])([O-:19])=[O:18].C(=O)(O)[O-].[Na+], predict the reaction product. The product is: [N+:17]([C:20]1[CH:21]=[C:22]([CH:26]=[CH:27][CH:28]=1)[C:23]([NH:5][C:4]1[CH:3]=[C:2]([Cl:1])[CH:8]=[C:7]([Cl:9])[CH:6]=1)=[O:24])([O-:19])=[O:18]. (4) Given the reactants Br[C:2]1[CH:10]=[C:9]([CH3:11])[C:8]2[N:7]([CH3:12])[CH2:6][C@@H:5]3[CH2:13][N:14]([C:17]([O:19][C:20]([CH3:23])([CH3:22])[CH3:21])=[O:18])[CH2:15][CH2:16][C:3]=1[C:4]=23.C(N(CC)CC)C, predict the reaction product. The product is: [CH3:12][N:7]1[C:8]2[C:9]([CH3:11])=[CH:10][CH:2]=[C:3]3[CH2:16][CH2:15][N:14]([C:17]([O:19][C:20]([CH3:23])([CH3:22])[CH3:21])=[O:18])[CH2:13][C@H:5]([C:4]=23)[CH2:6]1. (5) Given the reactants Cl[C:2]1[N:9]=[C:8]([CH3:10])[CH:7]=[CH:6][C:3]=1[C:4]#[N:5].[NH3:11], predict the reaction product. The product is: [NH2:11][C:2]1[N:9]=[C:8]([CH3:10])[CH:7]=[CH:6][C:3]=1[C:4]#[N:5]. (6) Given the reactants [CH2:1]([SH:9])[CH2:2][CH2:3][CH2:4][CH2:5][CH2:6][CH2:7][CH3:8].[C:10](Cl)(Cl)=O.[NH2:14][C:15]1[CH:23]=[C:22]([CH3:24])[CH:21]=[CH:20][C:16]=1[C:17]([OH:19])=[O:18].ClC1C=CSC=1C(OCCCCCCCC)=O, predict the reaction product. The product is: [CH2:1]([S:9][C:10]1[O:18][C:17](=[O:19])[C:16]2[CH:20]=[CH:21][C:22]([CH3:24])=[CH:23][C:15]=2[N:14]=1)[CH2:2][CH2:3][CH2:4][CH2:5][CH2:6][CH2:7][CH3:8].